This data is from Full USPTO retrosynthesis dataset with 1.9M reactions from patents (1976-2016). The task is: Predict the reactants needed to synthesize the given product. Given the product [Cl:1][C:2]1[CH:3]=[C:4]([C:10]2[CH:11]=[C:12]([CH:16]([N:20]([CH2:29][CH3:30])[S:21]([CH2:24][CH3:25])(=[O:23])=[O:22])[CH:17]3[CH2:19][CH2:18]3)[CH:13]=[N:14][CH:15]=2)[CH:5]=[CH:6][C:7]=1[C:8]#[N:9], predict the reactants needed to synthesize it. The reactants are: [Cl:1][C:2]1[CH:3]=[C:4]([C:10]2[CH:11]=[C:12]([CH:16]([NH:20][S:21]([CH2:24][CH3:25])(=[O:23])=[O:22])[CH:17]3[CH2:19][CH2:18]3)[CH:13]=[N:14][CH:15]=2)[CH:5]=[CH:6][C:7]=1[C:8]#[N:9].[H-].[Na+].I[CH2:29][CH3:30].